Task: Predict which catalyst facilitates the given reaction.. Dataset: Catalyst prediction with 721,799 reactions and 888 catalyst types from USPTO (1) Reactant: [NH2:1][CH2:2][C:3]1([C:6]#[N:7])[CH2:5][CH2:4]1.[Br:8][C:9]1[N:10]=[C:11]([CH:29]2[CH2:31][CH2:30]2)[N:12]([CH2:21][O:22][CH2:23][CH2:24][Si:25]([CH3:28])([CH3:27])[CH3:26])[C:13]=1[C:14]1[CH:19]=[CH:18][N:17]=[C:16](Cl)[N:15]=1.CCN(C(C)C)C(C)C.C([O-])([O-])=O.[Na+].[Na+]. Product: [Br:8][C:9]1[N:10]=[C:11]([CH:29]2[CH2:31][CH2:30]2)[N:12]([CH2:21][O:22][CH2:23][CH2:24][Si:25]([CH3:26])([CH3:27])[CH3:28])[C:13]=1[C:14]1[CH:19]=[CH:18][N:17]=[C:16]([NH:7][CH2:6][C:3]2([C:2]#[N:1])[CH2:5][CH2:4]2)[N:15]=1. The catalyst class is: 37. (2) Reactant: [CH2:1]([O:8][N:9]1[C:15](=[O:16])[N:14]2[CH2:17][C@H:10]1[CH2:11][CH2:12][C@H:13]2[C:18]1[O:19]C(C2CCNCC2)=N[N:22]=1)[C:2]1[CH:7]=[CH:6][CH:5]=[CH:4][CH:3]=1.CC[N:31]=[C:32]=[N:33]CCCN(C)C.C1C=CC2N(O)N=NC=2C=1.ONC(N)=N. Product: [NH2:33][C:32]1[N:22]=[C:18]([C@@H:13]2[CH2:12][CH2:11][C@@H:10]3[CH2:17][N:14]2[C:15](=[O:16])[N:9]3[O:8][CH2:1][C:2]2[CH:3]=[CH:4][CH:5]=[CH:6][CH:7]=2)[O:19][N:31]=1. The catalyst class is: 18.